From a dataset of Full USPTO retrosynthesis dataset with 1.9M reactions from patents (1976-2016). Predict the reactants needed to synthesize the given product. (1) Given the product [Cl:1][C:2]1[CH:3]=[CH:4][C:5]([N:8]2[CH:16]=[C:15]3[C:10]([CH:11]=[C:12]([NH:17][C:18](=[O:22])[CH:19]([CH3:21])[CH3:20])[CH:13]=[CH:14]3)=[N:9]2)=[CH:6][CH:7]=1, predict the reactants needed to synthesize it. The reactants are: [Cl:1][C:2]1[CH:7]=[CH:6][C:5]([N:8]2[CH:16]=[C:15]3[C:10]([CH:11]=[C:12]([NH2:17])[CH:13]=[CH:14]3)=[N:9]2)=[CH:4][CH:3]=1.[C:18](Cl)(=[O:22])[CH:19]([CH3:21])[CH3:20].C(OCC)(=O)C. (2) Given the product [CH2:1]([C:8]1[CH:9]=[C:10]([N:15]2[CH2:19][C@H:18]([O:20][CH3:21])[C@H:17]([O:22][CH3:23])[CH2:16]2)[CH:11]=[CH:12][C:13]=1[C:25]#[C:24][C@:26]1([OH:34])[CH:31]2[CH2:32][CH2:33][N:28]([CH2:29][CH2:30]2)[CH2:27]1)[C:2]1[CH:7]=[CH:6][CH:5]=[CH:4][CH:3]=1, predict the reactants needed to synthesize it. The reactants are: [CH2:1]([C:8]1[CH:9]=[C:10]([N:15]2[CH2:19][CH:18]([O:20][CH3:21])[CH:17]([O:22][CH3:23])[CH2:16]2)[CH:11]=[CH:12][C:13]=1I)[C:2]1[CH:7]=[CH:6][CH:5]=[CH:4][CH:3]=1.[C:24]([C@:26]1([OH:34])[CH:31]2[CH2:32][CH2:33][N:28]([CH2:29][CH2:30]2)[CH2:27]1)#[CH:25].C(N(CC)CC)C. (3) Given the product [Br:1][C:2]1[CH:7]=[C:6]([NH2:8])[CH:5]=[CH:4][C:3]=1[F:11], predict the reactants needed to synthesize it. The reactants are: [Br:1][C:2]1[CH:7]=[C:6]([N+:8]([O-])=O)[CH:5]=[CH:4][C:3]=1[F:11].C(O)C.O.O.[Sn](Cl)Cl.